This data is from Forward reaction prediction with 1.9M reactions from USPTO patents (1976-2016). The task is: Predict the product of the given reaction. (1) Given the reactants [C:1]([C:3]1[CH:4]=[C:5]([NH:9][C:10](=[O:33])[NH:11][C:12]2[CH:17]=[CH:16][C:15]([S:18]([NH:21][CH2:22][C:23]3[CH:28]=[CH:27][C:26]([S:29](=[O:32])(=[O:31])[NH2:30])=[CH:25][CH:24]=3)(=[O:20])=[O:19])=[CH:14][CH:13]=2)[CH:6]=[CH:7][CH:8]=1)#[N:2].[N:34]1([C:40]([O:42][CH2:43][CH2:44][CH3:45])=[O:41])[CH2:39][CH2:38][NH:37][CH2:36][CH2:35]1, predict the reaction product. The product is: [NH:2]=[C:1]([C:3]1[CH:8]=[CH:7][CH:6]=[C:5]([NH:9][C:10]([NH:11][C:12]2[CH:17]=[CH:16][C:15]([S:18](=[O:20])(=[O:19])[NH:21][CH2:22][C:23]3[CH:28]=[CH:27][C:26]([S:29](=[O:32])(=[O:31])[NH2:30])=[CH:25][CH:24]=3)=[CH:14][CH:13]=2)=[O:33])[CH:4]=1)[N:37]1[CH2:36][CH2:35][N:34]([C:40]([O:42][CH2:43][CH2:44][CH3:45])=[O:41])[CH2:39][CH2:38]1. (2) Given the reactants [Br:1][C:2]1[CH:3]=[CH:4][C:5]([O:9][CH3:10])=[C:6]([OH:8])[CH:7]=1.C(=O)([O-])[O-].[K+].[K+].[CH:17](I)([CH3:19])[CH3:18], predict the reaction product. The product is: [Br:1][C:2]1[CH:3]=[CH:4][C:5]([O:9][CH3:10])=[C:6]([O:8][CH:17]([CH3:19])[CH3:18])[CH:7]=1. (3) Given the reactants CN(C)CCN(C)C.[Li]CCCC.[Cl:14][C:15]1[CH:20]=[CH:19][C:18]([SH:21])=[CH:17][CH:16]=1.CN([CH:25]=[O:26])C.Cl, predict the reaction product. The product is: [Cl:14][C:15]1[CH:20]=[C:19]([CH:25]=[O:26])[C:18]([SH:21])=[CH:17][CH:16]=1. (4) Given the reactants Br[C:2]1[CH:3]=[C:4]([C:8]2([CH3:37])[C:13]([CH3:15])([CH3:14])[O:12][C:11]([NH:16][C@H:17]([C:28]3[CH:33]=[CH:32][CH:31]=[CH:30][C:29]=3[F:34])[CH2:18][CH2:19][O:20][Si](C(C)(C)C)(C)C)=[N:10][S:9]2(=[O:36])=[O:35])[CH:5]=[CH:6][CH:7]=1.[N:38]1[CH:43]=[C:42](B(O)O)[CH:41]=[N:40][CH:39]=1.C(=O)([O-])[O-].[Cs+].[Cs+], predict the reaction product. The product is: [F:34][C:29]1[CH:30]=[CH:31][CH:32]=[CH:33][C:28]=1[C@@H:17]([NH:16][C:11]1[O:12][C:13]([CH3:14])([CH3:15])[C:8]([CH3:37])([C:4]2[CH:5]=[CH:6][CH:7]=[C:2]([C:42]3[CH:43]=[N:38][CH:39]=[N:40][CH:41]=3)[CH:3]=2)[S:9](=[O:36])(=[O:35])[N:10]=1)[CH2:18][CH2:19][OH:20]. (5) Given the reactants [CH:1]([N:4]([CH3:17])[S:5]([C:8]1[CH:13]=[CH:12][CH:11]=[CH:10][C:9]=1[N+:14]([O-])=O)(=[O:7])=[O:6])([CH3:3])[CH3:2].CO.O.NN, predict the reaction product. The product is: [CH:1]([N:4]([CH3:17])[S:5]([C:8]1[CH:13]=[CH:12][CH:11]=[CH:10][C:9]=1[NH2:14])(=[O:7])=[O:6])([CH3:3])[CH3:2]. (6) Given the reactants [CH2:1]([C@@:4]1(C)[CH2:9][C@H:8]([C:10]2[CH:15]=[CH:14][CH:13]=[C:12]([Cl:16])[CH:11]=2)[C@@H:7]([C:17]2[CH:22]=[CH:21][C:20]([Cl:23])=[CH:19][CH:18]=2)[N:6]([C@@H:24]([CH:34]([CH3:36])[CH3:35])[CH2:25][N:26]([CH3:33])[S:27]([CH:30]2[CH2:32][CH2:31]2)(=[O:29])=[O:28])[C:5]1=[O:37])C=C.I([O-])(=O)(=O)=O.[Na+].O.C(O)(=O)CC(CC(O)=O)(C(O)=O)O.[C:59]([O:62]CC)(=[O:61])[CH3:60], predict the reaction product. The product is: [Cl:16][C:12]1[CH:11]=[C:10]([C@@H:8]2[C@@H:7]([C:17]3[CH:22]=[CH:21][C:20]([Cl:23])=[CH:19][CH:18]=3)[N:6]([C@@H:24]([CH:34]([CH3:35])[CH3:36])[CH2:25][N:26]([CH3:33])[S:27]([CH:30]3[CH2:31][CH2:32]3)(=[O:28])=[O:29])[C:5](=[O:37])[C@:4]([CH2:60][C:59]([OH:62])=[O:61])([CH3:1])[CH2:9]2)[CH:15]=[CH:14][CH:13]=1.